Dataset: Peptide-MHC class II binding affinity with 134,281 pairs from IEDB. Task: Regression. Given a peptide amino acid sequence and an MHC pseudo amino acid sequence, predict their binding affinity value. This is MHC class II binding data. The peptide sequence is NLYKLHGGHVSCRVK. The MHC is DRB1_0404 with pseudo-sequence DRB1_0404. The binding affinity (normalized) is 0.461.